From a dataset of Peptide-MHC class II binding affinity with 134,281 pairs from IEDB. Regression. Given a peptide amino acid sequence and an MHC pseudo amino acid sequence, predict their binding affinity value. This is MHC class II binding data. The peptide sequence is IGSFFYFPSIGMQRT. The MHC is DRB1_1602 with pseudo-sequence DRB1_1602. The binding affinity (normalized) is 0.970.